From a dataset of NCI-60 drug combinations with 297,098 pairs across 59 cell lines. Regression. Given two drug SMILES strings and cell line genomic features, predict the synergy score measuring deviation from expected non-interaction effect. (1) Drug 1: CCCS(=O)(=O)NC1=C(C(=C(C=C1)F)C(=O)C2=CNC3=C2C=C(C=N3)C4=CC=C(C=C4)Cl)F. Drug 2: C1=CN(C(=O)N=C1N)C2C(C(C(O2)CO)O)O.Cl. Cell line: IGROV1. Synergy scores: CSS=7.19, Synergy_ZIP=-3.71, Synergy_Bliss=-1.30, Synergy_Loewe=-9.10, Synergy_HSA=-1.58. (2) Drug 1: CC1=C2C(C(=O)C3(C(CC4C(C3C(C(C2(C)C)(CC1OC(=O)C(C(C5=CC=CC=C5)NC(=O)C6=CC=CC=C6)O)O)OC(=O)C7=CC=CC=C7)(CO4)OC(=O)C)O)C)OC(=O)C. Drug 2: CC1C(C(CC(O1)OC2CC(CC3=C2C(=C4C(=C3O)C(=O)C5=C(C4=O)C(=CC=C5)OC)O)(C(=O)CO)O)N)O.Cl. Cell line: IGROV1. Synergy scores: CSS=37.4, Synergy_ZIP=-4.59, Synergy_Bliss=-1.25, Synergy_Loewe=2.40, Synergy_HSA=3.41.